This data is from Reaction yield outcomes from USPTO patents with 853,638 reactions. The task is: Predict the reaction yield, written as a fraction of the theoretical maximum amount of product (1.0 means a 100% yield; for example, 0.34 means a 34% yield). (1) The reactants are [H-].[Na+].[O-:3][CH2:4][CH3:5].[Na+].[Cl:7][C:8]1[C:9]([C:40]([NH2:42])=[O:41])=[N:10][CH:11]=[CH:12][C:13]=1[O:14][C:15]1[CH:20]=[CH:19][C:18]([NH:21][C:22]([C:24]2[C:25](=[O:38])[N:26]([C:31]3[CH:36]=[CH:35][C:34]([F:37])=[CH:33][CH:32]=3)[CH:27]=[CH:28][C:29]=2I)=[O:23])=[CH:17][C:16]=1[F:39]. The catalyst is C1COCC1.CCO. The product is [Cl:7][C:8]1[C:9]([C:40]([NH2:42])=[O:41])=[N:10][CH:11]=[CH:12][C:13]=1[O:14][C:15]1[CH:20]=[CH:19][C:18]([NH:21][C:22]([C:24]2[C:25](=[O:38])[N:26]([C:31]3[CH:36]=[CH:35][C:34]([F:37])=[CH:33][CH:32]=3)[CH:27]=[CH:28][C:29]=2[O:3][CH2:4][CH3:5])=[O:23])=[CH:17][C:16]=1[F:39]. The yield is 0.950. (2) The reactants are [CH2:1]([N:3]([CH2:36][CH3:37])[CH2:4][CH2:5][CH2:6][NH:7][C:8]1[N:9]=[C:10]([C:27]2[CH:35]=[CH:34][C:30]([C:31](O)=[O:32])=[CH:29][CH:28]=2)[C:11]2[CH:17]=[CH:16][C:15](=[O:18])[N:14]([C:19]3[C:24]([F:25])=[CH:23][CH:22]=[CH:21][C:20]=3[F:26])[C:12]=2[N:13]=1)[CH3:2].CN(C(O[N:46]1N=N[C:48]2[CH:49]=CC=C[C:47]1=2)=[N+](C)C)C.F[P-](F)(F)(F)(F)F.C(N(CC)CC)C.C(N)CC. The catalyst is CN(C=O)C. The product is [CH2:36]([N:3]([CH2:1][CH3:2])[CH2:4][CH2:5][CH2:6][NH:7][C:8]1[N:9]=[C:10]([C:27]2[CH:35]=[CH:34][C:30]([C:31]([NH:46][CH2:47][CH2:48][CH3:49])=[O:32])=[CH:29][CH:28]=2)[C:11]2[CH:17]=[CH:16][C:15](=[O:18])[N:14]([C:19]3[C:20]([F:26])=[CH:21][CH:22]=[CH:23][C:24]=3[F:25])[C:12]=2[N:13]=1)[CH3:37]. The yield is 0.530. (3) The reactants are [C:1]([C:5]1[CH:10]=[CH:9][C:8]([OH:11])=[CH:7][CH:6]=1)([CH3:4])([CH3:3])[CH3:2].CO.O.C(Cl)[Cl:16]. No catalyst specified. The product is [C:1]([C:5]1[CH:6]=[CH:7][C:8]([OH:11])=[C:9]([Cl:16])[CH:10]=1)([CH3:4])([CH3:2])[CH3:3]. The yield is 0.950. (4) The reactants are C[O:2][C:3](=[O:50])[C:4]1[CH:9]=[CH:8][CH:7]=[CH:6][C:5]=1[O:10][C:11]1[CH:16]=[CH:15][CH:14]=[C:13]([O:17][CH2:18][CH2:19][CH2:20][O:21][C:22]2[CH:27]=[C:26]([O:28]CC3C=CC=CC=3)[C:25](B3OC(C)(C)C(C)(C)O3)=[CH:24][C:23]=2[CH2:45][CH3:46])[C:12]=1[CH2:47][CH2:48][CH3:49].[Br:51][C:52]1[N:56]=[C:55](Cl)[S:54][N:53]=1.C(=O)([O-])[O-].[Cs+].[Cs+]. The catalyst is C(OCC)(=O)C.C1C=CC(P(C2C=CC=CC=2)[C-]2C=CC=C2)=CC=1.C1C=CC(P(C2C=CC=CC=2)[C-]2C=CC=C2)=CC=1.Cl[Pd]Cl.[Fe+2]. The product is [Br:51][C:52]1[N:56]=[C:55]([C:25]2[C:26]([OH:28])=[CH:27][C:22]([O:21][CH2:20][CH2:19][CH2:18][O:17][C:13]3[C:12]([CH2:47][CH2:48][CH3:49])=[C:11]([CH:16]=[CH:15][CH:14]=3)[O:10][C:5]3[CH:6]=[CH:7][CH:8]=[CH:9][C:4]=3[C:3]([OH:50])=[O:2])=[C:23]([CH2:45][CH3:46])[CH:24]=2)[S:54][N:53]=1. The yield is 0.700. (5) The reactants are [ClH:1].[NH2:2][C@H:3]([C:9]([OH:11])=O)[CH2:4][CH2:5][CH2:6][CH2:7][NH2:8].[OH-].[Na+]. The catalyst is C(O)CCCCC. The product is [ClH:1].[NH2:2][CH:3]1[CH2:4][CH2:5][CH2:6][CH2:7][NH:8][C:9]1=[O:11]. The yield is 0.750. (6) The reactants are [C:1]1([N:11]2[CH2:16][CH2:15][N:14]([CH2:17][CH2:18][CH2:19][CH2:20][O:21][C:22]3[CH:30]=[C:29]4[C:25]([CH:26]=[N:27][NH:28]4)=[CH:24][CH:23]=3)[CH2:13][CH2:12]2)[C:10]2[C:5](=CC=C[CH:9]=2)[CH:4]=[CH:3][CH:2]=1.CC1C=CC=CC=1N1CCNCC1. No catalyst specified. The product is [C:10]1([CH3:9])[CH:5]=[CH:4][CH:3]=[CH:2][C:1]=1[N:11]1[CH2:12][CH2:13][N:14]([CH2:17][CH2:18][CH2:19][CH2:20][O:21][C:22]2[CH:30]=[C:29]3[C:25]([CH:26]=[N:27][NH:28]3)=[CH:24][CH:23]=2)[CH2:15][CH2:16]1. The yield is 0.900.